Predict the product of the given reaction. From a dataset of Forward reaction prediction with 1.9M reactions from USPTO patents (1976-2016). (1) Given the reactants [OH:1][CH2:2][CH2:3][C@@H:4]1[CH2:10][C@@H:9]2[C@@H:7]([CH2:8]2)[CH2:6][N:5]1[C:11]([O:13][C:14]([CH3:17])([CH3:16])[CH3:15])=[O:12].N1C=CN=C1.Cl[Si:24]([C:37]([CH3:40])([CH3:39])[CH3:38])([C:31]1[CH:36]=[CH:35][CH:34]=[CH:33][CH:32]=1)[C:25]1[CH:30]=[CH:29][CH:28]=[CH:27][CH:26]=1.CCOC(C)=O, predict the reaction product. The product is: [CH3:40][C:37]([Si:24]([C:31]1[CH:36]=[CH:35][CH:34]=[CH:33][CH:32]=1)([C:25]1[CH:26]=[CH:27][CH:28]=[CH:29][CH:30]=1)[O:1][CH2:2][CH2:3][C@@H:4]1[CH2:10][C@@H:9]2[C@@H:7]([CH2:8]2)[CH2:6][N:5]1[C:11]([O:13][C:14]([CH3:17])([CH3:16])[CH3:15])=[O:12])([CH3:38])[CH3:39]. (2) Given the reactants [Br:1][C:2]1[C:6]2=[N:7][C:8]([C:11]([O:13]C)=[O:12])=[CH:9][CH:10]=[C:5]2[S:4][CH:3]=1.O.[Li+].[OH-].Cl, predict the reaction product. The product is: [Br:1][C:2]1[C:6]2=[N:7][C:8]([C:11]([OH:13])=[O:12])=[CH:9][CH:10]=[C:5]2[S:4][CH:3]=1. (3) Given the reactants Br[C:2]1[CH:3]=[C:4]2[C:10]([C:11]3[CH:12]=[N:13][N:14]([CH2:16][C:17]4[CH:22]=[C:21]([F:23])[CH:20]=[CH:19][C:18]=4[F:24])[CH:15]=3)=[CH:9][N:8]([S:25]([C:28]3[CH:34]=[CH:33][C:31]([CH3:32])=[CH:30][CH:29]=3)(=[O:27])=[O:26])[C:5]2=[N:6][CH:7]=1.[CH3:35][O:36][C:37]1[CH:42]=[CH:41][C:40](B2OC(C)(C)C(C)(C)O2)=[CH:39][C:38]=1[NH:52][S:53]([CH3:56])(=[O:55])=[O:54].C(=O)([O-])[O-].[Na+].[Na+], predict the reaction product. The product is: [F:24][C:18]1[CH:19]=[CH:20][C:21]([F:23])=[CH:22][C:17]=1[CH2:16][N:14]1[CH:15]=[C:11]([C:10]2[C:4]3[C:5](=[N:6][CH:7]=[C:2]([C:40]4[CH:41]=[CH:42][C:37]([O:36][CH3:35])=[C:38]([NH:52][S:53]([CH3:56])(=[O:54])=[O:55])[CH:39]=4)[CH:3]=3)[N:8]([S:25]([C:28]3[CH:34]=[CH:33][C:31]([CH3:32])=[CH:30][CH:29]=3)(=[O:26])=[O:27])[CH:9]=2)[CH:12]=[N:13]1. (4) Given the reactants [N:1]([CH:4]([C:9]1[CH:14]=[CH:13][C:12]([O:15][C:16]([F:19])([F:18])[F:17])=[CH:11][CH:10]=1)[C:5]([F:8])([F:7])[F:6])=[N+]=[N-], predict the reaction product. The product is: [F:6][C:5]([F:7])([F:8])[CH:4]([C:9]1[CH:14]=[CH:13][C:12]([O:15][C:16]([F:17])([F:18])[F:19])=[CH:11][CH:10]=1)[NH2:1]. (5) Given the reactants I[C:2]1[CH:3]=[C:4]([N:8]2[C:16]3[C:11](=[CH:12][CH:13]=[CH:14][CH:15]=3)[C:10]([C:17]([NH2:19])=[O:18])=[N:9]2)[CH:5]=[CH:6][CH:7]=1.[S:20]1[CH:24]=[CH:23][N:22]=[C:21]1[C@@:25]([OH:29])([C:27]#[CH:28])[CH3:26], predict the reaction product. The product is: [OH:29][C@@:25]([C:21]1[S:20][CH:24]=[CH:23][N:22]=1)([CH3:26])[C:27]#[C:28][C:2]1[CH:3]=[C:4]([N:8]2[C:16]3[C:11](=[CH:12][CH:13]=[CH:14][CH:15]=3)[C:10]([C:17]([NH2:19])=[O:18])=[N:9]2)[CH:5]=[CH:6][CH:7]=1. (6) Given the reactants [F:1][C:2]1[CH:11]=[C:10]2[C:5]([CH:6]=[CH:7][C:8](=[O:15])[N:9]2[CH2:12][CH:13]=O)=[N:4][CH:3]=1.[CH3:16][C:17]1([NH:23][CH2:24][C:25]2[CH:26]=[N:27][C:28]([C:31]([F:34])([F:33])[F:32])=[CH:29][CH:30]=2)[CH2:22][CH2:21][NH:20][CH2:19][CH2:18]1.[BH-](OC(C)=O)(OC(C)=O)OC(C)=O.[Na+], predict the reaction product. The product is: [F:1][C:2]1[CH:11]=[C:10]2[C:5]([CH:6]=[CH:7][C:8](=[O:15])[N:9]2[CH2:12][CH2:13][N:20]2[CH2:21][CH2:22][C:17]([CH3:16])([NH:23][CH2:24][C:25]3[CH:26]=[N:27][C:28]([C:31]([F:33])([F:32])[F:34])=[CH:29][CH:30]=3)[CH2:18][CH2:19]2)=[N:4][CH:3]=1. (7) Given the reactants [Br:1][C:2]1[CH:10]=[CH:9][C:5]([C:6]([NH2:8])=O)=[C:4]([O:11][CH3:12])[CH:3]=1.N12CCCN=C1CCCCC2.P(Cl)(Cl)(OC1C=CC=CC=1)=O, predict the reaction product. The product is: [Br:1][C:2]1[CH:10]=[CH:9][C:5]([C:6]#[N:8])=[C:4]([O:11][CH3:12])[CH:3]=1.